Predict the product of the given reaction. From a dataset of Forward reaction prediction with 1.9M reactions from USPTO patents (1976-2016). (1) Given the reactants Cl.[F:2][C:3]1[CH:8]=[CH:7][C:6]([NH:9][C:10]2[CH:15]=[CH:14][N:13]=[C:12]([NH:16][C:17]3[CH:22]=[CH:21][C:20]([S:23]([N:26]([CH3:33])[CH:27]4[CH2:32][CH2:31][NH:30][CH2:29][CH2:28]4)(=[O:25])=[O:24])=[CH:19][CH:18]=3)[N:11]=2)=[CH:5][CH:4]=1.[F:34][C:35]([F:46])([F:45])[CH2:36]OS(C(F)(F)F)(=O)=O, predict the reaction product. The product is: [F:2][C:3]1[CH:8]=[CH:7][C:6]([NH:9][C:10]2[CH:15]=[CH:14][N:13]=[C:12]([NH:16][C:17]3[CH:18]=[CH:19][C:20]([S:23]([N:26]([CH3:33])[CH:27]4[CH2:32][CH2:31][N:30]([CH2:36][C:35]([F:46])([F:45])[F:34])[CH2:29][CH2:28]4)(=[O:24])=[O:25])=[CH:21][CH:22]=3)[N:11]=2)=[CH:5][CH:4]=1. (2) Given the reactants C(S[C:4]1[C:8]([C:9]2[N:21]([CH3:22])[C:12]3=[N:13][CH:14]=[C:15]([C:17]([F:20])([F:19])[F:18])[CH:16]=[C:11]3[N:10]=2)=[N:7][S:6][N:5]=1)C.[CH:23]1C=C(Cl)C=C(C(OO)=O)[CH:24]=1.C([O-])(O)=O.[Na+].[O-:39][S:40]([O-:42])=O.[Na+].[Na+], predict the reaction product. The product is: [CH2:23]([S:40]([C:4]1[C:8]([C:9]2[N:21]([CH3:22])[C:12]3=[N:13][CH:14]=[C:15]([C:17]([F:19])([F:18])[F:20])[CH:16]=[C:11]3[N:10]=2)=[N:7][S:6][N:5]=1)(=[O:42])=[O:39])[CH3:24].